The task is: Predict the product of the given reaction.. This data is from Forward reaction prediction with 1.9M reactions from USPTO patents (1976-2016). Given the reactants [CH2:1]([C:3]1[CH:8]=[C:7]([OH:9])[CH:6]=[C:5]([CH:10]([CH3:12])[CH3:11])[C:4]=1[OH:13])[CH3:2].[C:14](Cl)(=[O:16])[CH3:15].C(N(CC)CC)C.CCCCCC.[CH3:31][CH2:32][O:33]C(C)=O, predict the reaction product. The product is: [C:14]([O:13][C:4]1[C:5]([CH:10]([CH3:12])[CH3:11])=[CH:6][C:7]([O:9][C:32](=[O:33])[CH3:31])=[CH:8][C:3]=1[CH2:1][CH3:2])(=[O:16])[CH3:15].